From a dataset of Reaction yield outcomes from USPTO patents with 853,638 reactions. Predict the reaction yield, written as a fraction of the theoretical maximum amount of product (1.0 means a 100% yield; for example, 0.34 means a 34% yield). (1) The reactants are [N+:1]([C:4]1[CH:12]=[C:11]2[C:7]([CH:8]=[CH:9][NH:10]2)=[CH:6][CH:5]=1)([O-:3])=[O:2].[C:13]([O-])([O-])=O.[K+].[K+].CI.O. The catalyst is CN(C=O)C. The product is [CH3:13][N:10]1[C:11]2[C:7](=[CH:6][CH:5]=[C:4]([N+:1]([O-:3])=[O:2])[CH:12]=2)[CH:8]=[CH:9]1. The yield is 0.980. (2) The reactants are [CH2:1]([O:3][C:4]([C@@H:6]1[C@H:8]([C:9]2[CH:14]=[CH:13][CH:12]=[CH:11][CH:10]=2)[C@H:7]1[C:15]1[CH:20]=[CH:19][CH:18]=[CH:17][C:16]=1N)=[O:5])[CH3:2].OS(O)(=O)=O.N([O-])=O.[Na+].Br[CH:32]([CH3:34])[CH3:33].C(=O)([O-])[O-:36].[Cs+].[Cs+]. The catalyst is O. The product is [CH2:1]([O:3][C:4]([C@@H:6]1[C@H:8]([C:9]2[CH:14]=[CH:13][CH:12]=[CH:11][CH:10]=2)[C@H:7]1[C:15]1[CH:20]=[CH:19][CH:18]=[CH:17][C:16]=1[O:36][CH:32]([CH3:34])[CH3:33])=[O:5])[CH3:2]. The yield is 0.440. (3) The reactants are [NH2:1][C:2]1[CH:7]=[C:6]([Cl:8])[CH:5]=[CH:4][C:3]=1[S:9][CH2:10][C:11]1[CH:19]=[CH:18][C:14]([C:15]([O-:17])=[O:16])=[CH:13][CH:12]=1.[Cl:20][C:21]1[CH:26]=[CH:25][C:24]([S:27](Cl)(=[O:29])=[O:28])=[CH:23][C:22]=1[C:31]([F:34])([F:33])[F:32].N1C=CC=C[CH:36]=1. No catalyst specified. The product is [Cl:8][C:6]1[CH:5]=[CH:4][C:3]([S:9][CH2:10][C:11]2[CH:19]=[CH:18][C:14]([C:15]([O:17][CH3:36])=[O:16])=[CH:13][CH:12]=2)=[C:2]([NH:1][S:27]([C:24]2[CH:25]=[CH:26][C:21]([Cl:20])=[C:22]([C:31]([F:34])([F:33])[F:32])[CH:23]=2)(=[O:29])=[O:28])[CH:7]=1. The yield is 0.660. (4) The reactants are [S:1]1[CH:5]=[CH:4][C:3]2[CH:6]=[C:7]([CH:10]3[C:19]4[C:14](=[CH:15][CH:16]=[CH:17][CH:18]=4)[CH2:13][NH:12][CH2:11]3)[CH:8]=[CH:9][C:2]1=2.C([O:22][C:23]1([O:26][Si](C)(C)C)[CH2:25][CH2:24]1)C.[C:31]([OH:34])(=[O:33])C.C([BH3-])#N.[Na+]. The catalyst is O. The yield is 0.300. The product is [C:23]([OH:22])(=[O:26])/[CH:25]=[CH:24]/[C:31]([OH:34])=[O:33].[S:1]1[CH:5]=[CH:4][C:3]2[CH:6]=[C:7]([CH:10]3[C:19]4[C:14](=[CH:15][CH:16]=[CH:17][CH:18]=4)[CH2:13][N:12]([CH:23]4[CH2:25][CH2:24]4)[CH2:11]3)[CH:8]=[CH:9][C:2]1=2.